Dataset: Forward reaction prediction with 1.9M reactions from USPTO patents (1976-2016). Task: Predict the product of the given reaction. (1) Given the reactants [C:1]([C:4]1[CH:18]=[CH:17][C:7]([C:8]([NH:10][C:11]2[CH:16]=[CH:15][N:14]=[CH:13][CH:12]=2)=[O:9])=[CH:6][CH:5]=1)(=[O:3])[CH3:2].[BH4-].[Na+].Cl, predict the reaction product. The product is: [OH:3][CH:1]([C:4]1[CH:5]=[CH:6][C:7]([C:8]([NH:10][C:11]2[CH:16]=[CH:15][N:14]=[CH:13][CH:12]=2)=[O:9])=[CH:17][CH:18]=1)[CH3:2]. (2) Given the reactants [Cl:1][C:2]1[CH:3]=[C:4]([CH:9]2[CH2:13][N:12]([C:14]([N:16]3[CH2:21][CH2:20][N:19]([S:22]([CH3:25])(=[O:24])=[O:23])[CH2:18][CH2:17]3)=[O:15])[CH2:11][CH:10]2[C:26](=O)[CH3:27])[CH:5]=[CH:6][C:7]=1[Cl:8].Cl.[NH2:30][OH:31].C([O-])(=O)C.[Na+].O, predict the reaction product. The product is: [Cl:1][C:2]1[CH:3]=[C:4]([CH:9]2[CH2:13][N:12]([C:14]([N:16]3[CH2:21][CH2:20][N:19]([S:22]([CH3:25])(=[O:24])=[O:23])[CH2:18][CH2:17]3)=[O:15])[CH2:11][CH:10]2[C:26](=[N:30][OH:31])[CH3:27])[CH:5]=[CH:6][C:7]=1[Cl:8].